From a dataset of Full USPTO retrosynthesis dataset with 1.9M reactions from patents (1976-2016). Predict the reactants needed to synthesize the given product. (1) Given the product [CH3:32][O:31][CH2:30][CH2:29][O:28][C:26]1[CH:25]=[CH:24][N:23]2[C:19]([C:16]3[CH:15]=[CH:14][C:13]4[C:18](=[C:9]([O:8][C@H:7]5[C@H:3]([O:2][CH3:1])[CH2:4][NH:5][CH2:6]5)[CH:10]=[CH:11][CH:12]=4)[N:17]=3)=[CH:20][N:21]=[C:22]2[CH:27]=1, predict the reactants needed to synthesize it. The reactants are: [CH3:1][O:2][C@H:3]1[C@H:7]([O:8][C:9]2[CH:10]=[CH:11][CH:12]=[C:13]3[C:18]=2[N:17]=[C:16]([C:19]2[N:23]4[CH:24]=[CH:25][C:26]([O:28][CH2:29][CH2:30][O:31][CH3:32])=[CH:27][C:22]4=[N:21][CH:20]=2)[CH:15]=[CH:14]3)[CH2:6][N:5](C(OCC2C=CC3C(=CC=CC=3)C=2)=O)[CH2:4]1.Cl.C1COCC1.C([O-])(O)=O.[Na+]. (2) Given the product [CH3:1][O:2][C:3]1[C:12]2[C:7](=[CH:8][CH:9]=[CH:10][CH:11]=2)[N:6]=[C:5]([C:13]([NH:18][NH2:19])=[O:15])[CH:4]=1, predict the reactants needed to synthesize it. The reactants are: [CH3:1][O:2][C:3]1[C:12]2[C:7](=[CH:8][CH:9]=[CH:10][CH:11]=2)[N:6]=[C:5]([C:13]([O:15]C)=O)[CH:4]=1.O.[NH2:18][NH2:19]. (3) Given the product [CH:1]1([C:7]2[C:16]3[CH:15]=[N:14][CH:13]=[CH:12][C:11]=3[C:10]([S:17]([N:14]3[CH2:15][CH2:24][NH:22][CH2:23][CH:13]3[CH3:12])(=[O:18])=[O:20])=[CH:9][CH:8]=2)[CH2:6][CH2:5][CH2:4][CH2:3][CH2:2]1, predict the reactants needed to synthesize it. The reactants are: [CH:1]1([C:7]2[C:16]3[CH:15]=[N:14][CH:13]=[CH:12][C:11]=3[C:10]([S:17]([OH:20])(=O)=[O:18])=[CH:9][CH:8]=2)[CH2:6][CH2:5][CH2:4][CH2:3][CH2:2]1.C[N:22]([CH:24]=O)[CH3:23].